From a dataset of Full USPTO retrosynthesis dataset with 1.9M reactions from patents (1976-2016). Predict the reactants needed to synthesize the given product. (1) Given the product [F:1][C:2]1[CH:7]=[CH:6][C:5]([NH:8][C:9](=[O:26])[CH2:10][CH2:11][CH2:12][CH2:13][C:14]2[CH:19]=[CH:18][C:17]([C:20]3[CH:21]=[CH:22][CH:23]=[CH:24][CH:25]=3)=[CH:16][CH:15]=2)=[CH:4][C:3]=1[CH:27]1[CH2:28][CH2:29][NH:30][CH2:31][CH2:32]1, predict the reactants needed to synthesize it. The reactants are: [F:1][C:2]1[CH:7]=[CH:6][C:5]([NH:8][C:9](=[O:26])[CH2:10][CH2:11][CH2:12][CH2:13][C:14]2[CH:19]=[CH:18][C:17]([C:20]3[CH:25]=[CH:24][CH:23]=[CH:22][CH:21]=3)=[CH:16][CH:15]=2)=[CH:4][C:3]=1[CH:27]1[CH2:32][CH2:31][N:30](C(OC(C)(C)C)=O)[CH2:29][CH2:28]1.Cl. (2) Given the product [N:9]1([C:13]([C:15]2[N:16]=[CH:17][C:18]([O:21][C:22]3[CH:23]=[C:24]([CH:28]=[C:29]([O:31][C@@H:32]([CH3:36])[CH2:33][O:34][CH3:35])[CH:30]=3)[C:25]([NH:37][C:38]3[CH:43]=[CH:42][CH:41]=[CH:40][N:39]=3)=[O:27])=[N:19][CH:20]=2)=[O:14])[CH2:12][CH2:11][CH2:10]1, predict the reactants needed to synthesize it. The reactants are: ClC(N(C)C)=C(C)C.[N:9]1([C:13]([C:15]2[N:16]=[CH:17][C:18]([O:21][C:22]3[CH:23]=[C:24]([CH:28]=[C:29]([O:31][C@@H:32]([CH3:36])[CH2:33][O:34][CH3:35])[CH:30]=3)[C:25]([OH:27])=O)=[N:19][CH:20]=2)=[O:14])[CH2:12][CH2:11][CH2:10]1.[NH2:37][C:38]1[CH:43]=[CH:42][CH:41]=[CH:40][N:39]=1.N1C=CC=CC=1.